This data is from NCI-60 drug combinations with 297,098 pairs across 59 cell lines. The task is: Regression. Given two drug SMILES strings and cell line genomic features, predict the synergy score measuring deviation from expected non-interaction effect. Drug 1: CC1C(C(CC(O1)OC2CC(CC3=C2C(=C4C(=C3O)C(=O)C5=C(C4=O)C(=CC=C5)OC)O)(C(=O)C)O)N)O.Cl. Drug 2: C1CC(=O)NC(=O)C1N2C(=O)C3=CC=CC=C3C2=O. Cell line: U251. Synergy scores: CSS=39.4, Synergy_ZIP=4.10, Synergy_Bliss=4.28, Synergy_Loewe=-59.0, Synergy_HSA=0.0419.